From a dataset of Catalyst prediction with 721,799 reactions and 888 catalyst types from USPTO. Predict which catalyst facilitates the given reaction. (1) The catalyst class is: 29. Reactant: [NH2:1][C:2]1[N:7]=[CH:6][C:5]([O:8][C:9]2[CH:10]=[C:11]([N:19]3[CH2:24][CH2:23][N:22]([CH2:25][C:26]4[CH2:27][C:28]5([CH2:44][CH2:45][C:46]=4[C:47]4[CH:52]=[CH:51][C:50]([Cl:53])=[CH:49][CH:48]=4)[CH2:33][CH2:32][N:31](C(OCC4C=CC=CC=4)=O)[CH2:30][CH2:29]5)[CH2:21][CH2:20]3)[CH:12]=[CH:13][C:14]=2[C:15]([O:17][CH3:18])=[O:16])=[CH:4][C:3]=1[Cl:54]. Product: [NH2:1][C:2]1[N:7]=[CH:6][C:5]([O:8][C:9]2[CH:10]=[C:11]([N:19]3[CH2:20][CH2:21][N:22]([CH2:25][C:26]4[CH2:27][C:28]5([CH2:44][CH2:45][C:46]=4[C:47]4[CH:48]=[CH:49][C:50]([Cl:53])=[CH:51][CH:52]=4)[CH2:29][CH2:30][NH:31][CH2:32][CH2:33]5)[CH2:23][CH2:24]3)[CH:12]=[CH:13][C:14]=2[C:15]([O:17][CH3:18])=[O:16])=[CH:4][C:3]=1[Cl:54]. (2) Reactant: C(OC(=O)[NH:7][C@H:8]([C:45]1[CH:50]=[CH:49][CH:48]=[CH:47][CH:46]=1)[CH2:9][N:10]1[C:15](=[O:16])[C:14]([N:17]2[CH2:22][CH2:21][N:20]([CH2:23][C:24]3[CH:29]=[CH:28][CH:27]=[C:26]([N+:30]([O-:32])=[O:31])[CH:25]=3)[C:19](=[O:33])[CH2:18]2)=[C:13]([CH3:34])[N:12]([CH2:35][C:36]2C(F)=[CH:40][CH:39]=[CH:38][C:37]=2[F:43])[C:11]1=[O:44])(C)(C)C.[F:52][C:53]([F:58])([F:57])[C:54](O)=O.C([O-])(O)=O.[Na+]. Product: [NH2:7][C@H:8]([C:45]1[CH:46]=[CH:47][CH:48]=[CH:49][CH:50]=1)[CH2:9][N:10]1[C:15](=[O:16])[C:14]([N:17]2[CH2:22][CH2:21][N:20]([CH2:23][C:24]3[CH:29]=[CH:28][CH:27]=[C:26]([N+:30]([O-:32])=[O:31])[CH:25]=3)[C:19](=[O:33])[CH2:18]2)=[C:13]([CH3:34])[N:12]([CH2:35][C:36]2[C:54]([C:53]([F:58])([F:57])[F:52])=[CH:40][CH:39]=[CH:38][C:37]=2[F:43])[C:11]1=[O:44]. The catalyst class is: 4. (3) Reactant: C([O:8][C:9]1[C:18]2[C:13](=[CH:14][C:15]([O:20][C:21]3([C:34]4[CH:39]=[CH:38][CH:37]=[CH:36][CH:35]=4)[CH2:26][CH2:25][N:24]([CH2:27][C:28]4[CH:33]=[CH:32][CH:31]=[CH:30][CH:29]=4)[CH2:23][CH2:22]3)=[C:16]([Cl:19])[CH:17]=2)[CH:12]=[CH:11][N:10]=1)C1C=CC=CC=1.CO. Product: [CH2:27]([N:24]1[CH2:23][CH2:22][C:21]([C:34]2[CH:39]=[CH:38][CH:37]=[CH:36][CH:35]=2)([O:20][C:15]2[CH:14]=[C:13]3[C:18](=[CH:17][C:16]=2[Cl:19])[C:9](=[O:8])[NH:10][CH:11]=[CH:12]3)[CH2:26][CH2:25]1)[C:28]1[CH:33]=[CH:32][CH:31]=[CH:30][CH:29]=1. The catalyst class is: 126. (4) Reactant: Cl[C:2]1[CH:3]=[C:4]([CH:14]=[CH:15][C:16]=1[C:17]1[CH:18]=[C:19]2[C:23](=[CH:24][CH:25]=1)[C:22](=[O:26])[N:21]([CH:27]1[CH2:29][CH2:28]1)[CH2:20]2)[CH2:5][N:6]1[CH2:10][C:9](=[O:11])[N:8]([CH3:12])[C:7]1=[O:13].[CH3:30]B1OB(C)OB(C)O1.C1(P(C2CCCCC2)C2CCCCC2)CCCCC1.P([O-])([O-])([O-])=O.[K+].[K+].[K+]. Product: [CH:27]1([N:21]2[CH2:20][C:19]3[C:23](=[CH:24][CH:25]=[C:17]([C:16]4[CH:15]=[CH:14][C:4]([CH2:5][N:6]5[CH2:10][C:9](=[O:11])[N:8]([CH3:12])[C:7]5=[O:13])=[CH:3][C:2]=4[CH3:30])[CH:18]=3)[C:22]2=[O:26])[CH2:28][CH2:29]1. The catalyst class is: 488. (5) Reactant: C([O:3][C:4]([CH:6]1[C@H:13]2[CH2:14][CH:8]([CH2:9][CH2:10][CH2:11][CH2:12]2)[N:7]1[S:15]([C:18]1[CH:27]=[CH:26][C:25]2[C:20](=[CH:21][CH:22]=[CH:23][CH:24]=2)[CH:19]=1)(=[O:17])=[O:16])=[O:5])C.[OH-].[Li+]. Product: [CH:19]1[C:20]2[C:25](=[CH:24][CH:23]=[CH:22][CH:21]=2)[CH:26]=[CH:27][C:18]=1[S:15]([N:7]1[CH:6]([C:4]([OH:5])=[O:3])[C@H:13]2[CH2:14][CH:8]1[CH2:9][CH2:10][CH2:11][CH2:12]2)(=[O:17])=[O:16]. The catalyst class is: 30.